Dataset: Full USPTO retrosynthesis dataset with 1.9M reactions from patents (1976-2016). Task: Predict the reactants needed to synthesize the given product. (1) Given the product [N:11]1[C:20]2[CH:19]=[CH:18][NH:17][C:16](=[O:21])[C:15]=2[CH:14]=[CH:13][CH:12]=1, predict the reactants needed to synthesize it. The reactants are: N1C2C(=CN=CC=2)C=CC=1.[N:11]1[C:20]2[CH:19]=[CH:18][NH:17][C:16](=[O:21])[C:15]=2[CH:14]=[CH:13][C:12]=1C=O. (2) Given the product [CH3:41][NH:40][C:39]([C:35]1[CH:34]=[C:33]([O:32][C:29]2[CH:30]=[CH:31][C:25]3[O:24][C:23]([NH:22][C:20]4[CH:19]=[CH:18][C:17]([Cl:43])=[C:16]([O:15][CH2:14][CH:11]5[CH2:12][CH2:13][NH:8][CH2:9][CH2:10]5)[CH:21]=4)=[N:27][C:26]=3[CH:28]=2)[CH:38]=[CH:37][N:36]=1)=[O:42], predict the reactants needed to synthesize it. The reactants are: C(OC([N:8]1[CH2:13][CH2:12][CH:11]([CH2:14][O:15][C:16]2[CH:21]=[C:20]([NH:22][C:23]3[O:24][C:25]4[CH:31]=[CH:30][C:29]([O:32][C:33]5[CH:38]=[CH:37][N:36]=[C:35]([C:39](=[O:42])[NH:40][CH3:41])[CH:34]=5)=[CH:28][C:26]=4[N:27]=3)[CH:19]=[CH:18][C:17]=2[Cl:43])[CH2:10][CH2:9]1)=O)(C)(C)C. (3) Given the product [O:30]1[C:29]2[CH:31]=[CH:32][CH:33]=[CH:34][C:28]=2[O:27][CH2:26][CH:25]1[CH2:24][O:23][C:14]1[C:15]2[C:20](=[CH:19][CH:18]=[CH:17][CH:16]=2)[CH:21]=[CH:22][C:13]=1[C:11]([NH:10][C:5]1([C:3]([OH:4])=[O:2])[CH2:9][CH2:8][CH2:7][CH2:6]1)=[O:12], predict the reactants needed to synthesize it. The reactants are: C[O:2][C:3]([C:5]1([NH:10][C:11]([C:13]2[CH:22]=[CH:21][C:20]3[C:15](=[CH:16][CH:17]=[CH:18][CH:19]=3)[C:14]=2[O:23][CH2:24][CH:25]2[O:30][C:29]3[CH:31]=[CH:32][CH:33]=[CH:34][C:28]=3[O:27][CH2:26]2)=[O:12])[CH2:9][CH2:8][CH2:7][CH2:6]1)=[O:4].Cl. (4) Given the product [CH2:17]([N:8]1[NH:7][CH:6]([CH2:12][CH3:13])[C:5]2[CH:14]=[CH:15][C:2]([Cl:1])=[C:3]([Cl:16])[C:4]=2[S:9]1(=[O:11])=[O:10])[CH3:18], predict the reactants needed to synthesize it. The reactants are: [Cl:1][C:2]1[CH:15]=[CH:14][C:5]2[CH:6]([CH2:12][CH3:13])[NH:7][NH:8][S:9](=[O:11])(=[O:10])[C:4]=2[C:3]=1[Cl:16].[CH3:17][C:18]([O-])(C)C.[K+].C(I)C. (5) Given the product [CH:1]1([C:7]2[C:15]3[C:10](=[CH:11][CH:12]=[C:13]([NH2:16])[CH:14]=3)[N:9]([CH3:19])[CH:8]=2)[CH2:2][CH2:3][CH2:4][CH2:5][CH2:6]1, predict the reactants needed to synthesize it. The reactants are: [CH:1]1([C:7]2[C:15]3[C:10](=[CH:11][CH:12]=[C:13]([N+:16]([O-])=O)[CH:14]=3)[N:9]([CH3:19])[CH:8]=2)[CH2:6][CH2:5][CH2:4][CH2:3][CH2:2]1. (6) Given the product [O:14]=[C:15]1[N:21]([CH:22]2[CH2:23][CH2:24][N:25]([C:28]([O:30][C@H:31]([CH2:32][C:33]3[CH:34]=[C:35]([CH3:41])[C:36]([OH:40])=[C:37]([CH3:39])[CH:38]=3)[C:42]([N:11]3[CH2:10][CH2:9][N:8]([C:2]4([CH3:1])[CH2:7][CH2:6][O:5][CH2:4][CH2:3]4)[CH2:13][CH2:12]3)=[O:43])=[O:29])[CH2:26][CH2:27]2)[CH2:20][CH2:19][C:18]2[CH:45]=[CH:46][CH:47]=[CH:48][C:17]=2[NH:16]1, predict the reactants needed to synthesize it. The reactants are: [CH3:1][C:2]1([N:8]2[CH2:13][CH2:12][NH:11][CH2:10][CH2:9]2)[CH2:7][CH2:6][O:5][CH2:4][CH2:3]1.[O:14]=[C:15]1[N:21]([CH:22]2[CH2:27][CH2:26][N:25]([C:28]([O:30][C@@H:31]([C:42](O)=[O:43])[CH2:32][C:33]3[CH:38]=[C:37]([CH3:39])[C:36]([OH:40])=[C:35]([CH3:41])[CH:34]=3)=[O:29])[CH2:24][CH2:23]2)[CH2:20][CH2:19][C:18]2[CH:45]=[CH:46][CH:47]=[CH:48][C:17]=2[NH:16]1.CN(C(ON1N=NC2C=CC=CC1=2)=[N+](C)C)C.[B-](F)(F)(F)F.C(N(CC)CC)C.C([O-])(O)=O.[Na+]. (7) Given the product [N:26]1([CH2:25][CH2:24][NH:23][C:20]([C:15]2[CH:16]=[CH:17][C:18]3[CH2:19][CH:10]([N:7]4[CH2:8][CH2:9][N:4]([CH3:3])[CH2:5][CH2:6]4)[CH2:11][CH2:12][C:13]=3[CH:14]=2)=[O:22])[CH2:30][CH2:29][CH2:28][CH2:27]1, predict the reactants needed to synthesize it. The reactants are: Cl.Cl.[CH3:3][N:4]1[CH2:9][CH2:8][N:7]([CH:10]2[CH2:19][CH2:18][C:17]3[CH:16]=[C:15]([C:20]([OH:22])=O)[CH:14]=[CH:13][C:12]=3[CH2:11]2)[CH2:6][CH2:5]1.[NH2:23][CH2:24][CH2:25][N:26]1[CH2:30][CH2:29][CH2:28][CH2:27]1. (8) Given the product [CH2:1]([O:3][C:4]([C:6]1[N:7]=[CH:8][O:9][C:10]=1[C:11]1[CH:16]=[CH:15][CH:14]=[C:13]([C:17](=[O:18])[CH2:25][C:24]([OH:34])=[O:23])[CH:12]=1)=[O:5])[CH3:2].[CH2:20]([O:23][C:24](=[O:34])[C:25]1[CH:33]=[CH:32][CH:31]=[C:27]([C:28]([Cl:19])=[O:29])[CH:26]=1)[CH:21]=[CH2:22], predict the reactants needed to synthesize it. The reactants are: [CH2:1]([O:3][C:4]([C:6]1[N:7]=[CH:8][O:9][C:10]=1[C:11]1[CH:16]=[CH:15][CH:14]=[C:13]([C:17]([Cl:19])=[O:18])[CH:12]=1)=[O:5])[CH3:2].[CH2:20]([O:23][C:24](=[O:34])[C:25]1[CH:33]=[CH:32][CH:31]=[C:27]([C:28](O)=[O:29])[CH:26]=1)[CH:21]=[CH2:22].S(Cl)(Cl)=O.CN(C=O)C.